From a dataset of Reaction yield outcomes from USPTO patents with 853,638 reactions. Predict the reaction yield, written as a fraction of the theoretical maximum amount of product (1.0 means a 100% yield; for example, 0.34 means a 34% yield). (1) The reactants are [C:1]([C:3]1[CH:4]=[C:5]2[C:10](=[CH:11][C:12]=1[O:13][C:14]1[CH:22]=[CH:21][C:17]([C:18]([OH:20])=O)=[CH:16][CH:15]=1)[O:9][CH2:8][CH2:7][CH:6]2[C:23]([O:25][CH3:26])=[O:24])#[N:2].[C:27]([CH:31]1[CH2:36][CH2:35][CH:34]([NH2:37])[CH2:33][CH2:32]1)([CH3:30])([CH3:29])[CH3:28]. No catalyst specified. The product is [C:27]([CH:31]1[CH2:32][CH2:33][CH:34]([NH:37][C:18]([C:17]2[CH:16]=[CH:15][C:14]([O:13][C:12]3[CH:11]=[C:10]4[C:5]([CH:6]([C:23]([O:25][CH3:26])=[O:24])[CH2:7][CH2:8][O:9]4)=[CH:4][C:3]=3[C:1]#[N:2])=[CH:22][CH:21]=2)=[O:20])[CH2:35][CH2:36]1)([CH3:30])([CH3:28])[CH3:29]. The yield is 0.970. (2) The reactants are Cl[C:2]1[CH:3]=[C:4]([CH:9]=[CH:10][N:11]=1)[C:5]([O:7][CH3:8])=[O:6].[Cl:12][C:13]1[CH:18]=[C:17]([F:19])[CH:16]=[CH:15][C:14]=1B(O)O.C(=O)([O-])[O-].[K+].[K+].Cl. The catalyst is CO.CC(OC)(C)C.Cl[Pd]Cl. The product is [Cl:12][C:13]1[CH:18]=[C:17]([F:19])[CH:16]=[CH:15][C:14]=1[C:2]1[CH:3]=[C:4]([CH:9]=[CH:10][N:11]=1)[C:5]([O:7][CH3:8])=[O:6]. The yield is 0.381. (3) The reactants are [O:1]([C:9]1[CH:10]=[C:11]([C@@H:23]([OH:28])[CH2:24][N+:25]([O-])=O)[CH:12]=[CH:13][C:14]=1[O:15][Si:16]([C:19]([CH3:22])([CH3:21])[CH3:20])([CH3:18])[CH3:17])[Si:2]([C:5]([CH3:8])([CH3:7])[CH3:6])([CH3:4])[CH3:3].[H][H]. The catalyst is CO.[Pd]. The product is [O:1]([C:9]1[CH:10]=[C:11]([C@@H:23]([OH:28])[CH2:24][NH2:25])[CH:12]=[CH:13][C:14]=1[O:15][Si:16]([C:19]([CH3:21])([CH3:20])[CH3:22])([CH3:18])[CH3:17])[Si:2]([C:5]([CH3:8])([CH3:6])[CH3:7])([CH3:4])[CH3:3]. The yield is 0.960. (4) The reactants are [CH:1]([C:3]1[CH:8]=[CH:7][C:6](B(O)O)=[CH:5][CH:4]=1)=O.Br[C:13]1[CH:18]=[CH:17][CH:16]=[CH:15][N:14]=1.O1CCC[CH2:20]1.C(=O)([O-])[O-].[K+].[K+]. The catalyst is C([O-])(=O)C.[Pd+2].C([O-])(=O)C.O. The product is [CH:1]([C:3]1[CH:8]=[CH:7][C:6]([C:13]2[CH:18]=[CH:17][CH:16]=[CH:15][N:14]=2)=[CH:5][CH:4]=1)=[CH2:20]. The yield is 0.800. (5) The yield is 0.850. The product is [NH2:14][C:11]1[CH:10]=[CH:9][CH:8]=[C:7]2[C:12]=1[CH2:13][N:5]([CH2:4][CH2:3][O:2][CH3:1])[C:6]2=[O:17]. The reactants are [CH3:1][O:2][CH2:3][CH2:4][N:5]1[CH2:13][C:12]2[C:7](=[CH:8][CH:9]=[CH:10][C:11]=2[N+:14]([O-])=O)[C:6]1=[O:17].[H][H]. The catalyst is CO.[Pd]. (6) The reactants are [N:1]12[CH2:8][CH2:7][CH:4]([CH2:5][CH2:6]1)[CH:3]([O:9][C:10](=[O:21])[NH:11][C:12]1([C:15]3[CH:19]=[C:18](Br)[S:17][CH:16]=3)[CH2:14][CH2:13]1)[CH2:2]2.[F:22][C:23]1[CH:28]=[CH:27][C:26](B(O)O)=[CH:25][CH:24]=1.C1(P(C2CCCCC2)C2CCCCC2)CCCCC1.P([O-])([O-])([O-])=O.[K+].[K+].[K+]. The catalyst is C([O-])(=O)C.[Pd+2].C([O-])(=O)C. The product is [F:22][C:23]1[CH:28]=[CH:27][C:26]([C:18]2[S:17][CH:16]=[C:15]([C:12]([NH:11][C:10](=[O:21])[O:9][CH:3]3[CH:4]4[CH2:5][CH2:6][N:1]([CH2:8][CH2:7]4)[CH2:2]3)([CH3:14])[CH3:13])[CH:19]=2)=[CH:25][CH:24]=1. The yield is 0.490. (7) The reactants are [CH3:1][O:2][C:3]1[CH:4]=[C:5]([CH:9]=[CH:10][C:11]=1[O:12][CH3:13])[C:6]([OH:8])=[O:7].[CH2:14]=O.Cl.[NH4+].[OH-]. The catalyst is O. The product is [CH3:13][O:12][C:11]1[CH:10]=[C:9]2[C:5](=[CH:4][C:3]=1[O:2][CH3:1])[C:6](=[O:8])[O:7][CH2:14]2. The yield is 0.587. (8) The reactants are [NH2:1][C:2]1[CH:3]=[CH:4][C:5]([NH:24][C:25]([O:27][C:28]([CH3:31])([CH3:30])[CH3:29])=[O:26])=[C:6]([C:8]#[C:9][C:10]2[CH:11]=[C:12]([NH:16][C:17](=[O:23])[O:18][C:19]([CH3:22])([CH3:21])[CH3:20])[CH:13]=[N:14][CH:15]=2)[CH:7]=1. The catalyst is [Pd].CO. The product is [NH2:1][C:2]1[CH:3]=[CH:4][C:5]([NH:24][C:25]([O:27][C:28]([CH3:31])([CH3:30])[CH3:29])=[O:26])=[C:6]([CH2:8][CH2:9][C:10]2[CH:11]=[C:12]([NH:16][C:17](=[O:23])[O:18][C:19]([CH3:22])([CH3:21])[CH3:20])[CH:13]=[N:14][CH:15]=2)[CH:7]=1. The yield is 0.920. (9) The catalyst is C(OCC)(=O)C. The reactants are CC1C=CC(S(O[CH2:12][CH:13]2[CH2:22][CH2:21][C:20]3[C:15](=[CH:16][CH:17]=[CH:18][CH:19]=3)[O:14]2)(=O)=O)=CC=1.[F:23][C:24]1[CH:25]=[C:26]2[C:30](=[CH:31][CH:32]=1)[NH:29][CH:28]=[C:27]2[C:33]1[CH2:34][CH2:35][NH:36][CH2:37][CH:38]=1.C(N(CC)CC)C. The product is [O:14]1[C:15]2[C:20](=[CH:19][CH:18]=[CH:17][CH:16]=2)[CH2:21][CH2:22][CH:13]1[CH2:12][N:36]1[CH2:37][CH:38]=[C:33]([C:27]2[C:26]3[C:30](=[CH:31][CH:32]=[C:24]([F:23])[CH:25]=3)[NH:29][CH:28]=2)[CH2:34][CH2:35]1. The yield is 0.400. (10) The reactants are [NH2:1][C:2]1[C:10]([Br:11])=[CH:9][C:8]([F:12])=[CH:7][C:3]=1[C:4](O)=[O:5].B. The catalyst is C1COCC1. The product is [NH2:1][C:2]1[C:10]([Br:11])=[CH:9][C:8]([F:12])=[CH:7][C:3]=1[CH2:4][OH:5]. The yield is 0.900.